Predict the reactants needed to synthesize the given product. From a dataset of Full USPTO retrosynthesis dataset with 1.9M reactions from patents (1976-2016). (1) Given the product [C:1]([NH:4][C:5]([CH2:16][CH2:17][C:18]1[CH:23]=[CH:22][C:21]([O:24][C:25]2[CH:30]=[CH:29][C:28]([C:31]3[N:43]=[C:34]([CH:35]([CH3:37])[CH3:36])[O:33][CH:32]=3)=[CH:27][CH:26]=2)=[CH:20][CH:19]=1)([C:6]([O:8][CH2:9][CH3:10])=[O:7])[C:11]([O:13][CH2:14][CH3:15])=[O:12])(=[O:3])[CH3:2], predict the reactants needed to synthesize it. The reactants are: [C:1]([NH:4][C:5]([CH2:16][CH2:17][C:18]1[CH:23]=[CH:22][C:21]([O:24][C:25]2[CH:30]=[CH:29][C:28]([C:31](=O)[CH2:32][O:33][C:34](=O)[CH:35]([CH3:37])[CH3:36])=[CH:27][CH:26]=2)=[CH:20][CH:19]=1)([C:11]([O:13][CH2:14][CH3:15])=[O:12])[C:6]([O:8][CH2:9][CH3:10])=[O:7])(=[O:3])[CH3:2].C([NH2:43])(=O)C.B(F)(F)F.CCOCC. (2) Given the product [CH2:1]([O:8][N:9]([C@H:22]1[CH2:27][N:26]([C:28]([O:30][C:31]([CH3:34])([CH3:33])[CH3:32])=[O:29])[C@H:25]([C:35]([OH:45])=[O:36])[CH:24]=[C:23]1[CH2:37][CH2:38][N+:39]([O-:41])=[O:40])[S:10]([C:13]1[CH:18]=[CH:17][CH:16]=[CH:15][C:14]=1[N+:19]([O-:21])=[O:20])(=[O:11])=[O:12])[C:2]1[CH:3]=[CH:4][CH:5]=[CH:6][CH:7]=1, predict the reactants needed to synthesize it. The reactants are: [CH2:1]([O:8][N:9]([C@H:22]1[CH2:27][N:26]([C:28]([O:30][C:31]([CH3:34])([CH3:33])[CH3:32])=[O:29])[C@H:25]([CH2:35][OH:36])[CH:24]=[C:23]1[CH2:37][CH2:38][N+:39]([O-:41])=[O:40])[S:10]([C:13]1[CH:18]=[CH:17][CH:16]=[CH:15][C:14]=1[N+:19]([O-:21])=[O:20])(=[O:12])=[O:11])[C:2]1[CH:7]=[CH:6][CH:5]=[CH:4][CH:3]=1.C([O:45]N([C@H]1CN(C(OC(C)(C)C)=O)[C@H](C(O)=O)C=C1C)S(C1C=CC=CC=1[N+]([O-])=O)(=O)=O)C=C. (3) Given the product [Cl:10][C:7]1[CH:8]=[CH:9][C:4]([C:3]([OH:43])=[O:2])=[C:5]([NH:11][S:19]([C:22]2[CH:23]=[CH:24][C:25]([O:28][CH2:29][CH2:30][C:31]3[N:32]=[C:33]([C:37]4[CH:38]=[CH:39][CH:40]=[CH:41][CH:42]=4)[O:34][C:35]=3[CH3:36])=[CH:26][CH:27]=2)(=[O:20])=[O:21])[CH:6]=1, predict the reactants needed to synthesize it. The reactants are: C[O:2][C:3](=[O:43])[C:4]1[CH:9]=[CH:8][C:7]([Cl:10])=[CH:6][C:5]=1[N:11]([S:19]([C:22]1[CH:27]=[CH:26][C:25]([O:28][CH2:29][CH2:30][C:31]2[N:32]=[C:33]([C:37]3[CH:42]=[CH:41][CH:40]=[CH:39][CH:38]=3)[O:34][C:35]=2[CH3:36])=[CH:24][CH:23]=1)(=[O:21])=[O:20])C(OC(C)(C)C)=O.[OH-].[Na+]. (4) Given the product [CH2:22]([NH:1][CH:4]1[C:13]2[C:8](=[CH:9][CH:10]=[CH:11][CH:12]=2)[O:7][CH2:6][CH:5]1[CH2:14][C:15]1[CH:20]=[CH:19][CH:18]=[CH:17][CH:16]=1)[C:23]1[CH:28]=[CH:27][CH:26]=[CH:25][CH:24]=1, predict the reactants needed to synthesize it. The reactants are: [N:1]([CH:4]1[C:13]2[C:8](=[CH:9][CH:10]=[CH:11][CH:12]=2)[O:7][CH2:6][CH:5]1[CH2:14][C:15]1[CH:20]=[CH:19][CH:18]=[CH:17][CH:16]=1)=[N+]=[N-].[BH4-].[CH:22](=O)[C:23]1[CH:28]=[CH:27][CH:26]=[CH:25][CH:24]=1.C(O)(=O)C.